From a dataset of Forward reaction prediction with 1.9M reactions from USPTO patents (1976-2016). Predict the product of the given reaction. (1) Given the reactants [F:1][CH:2]([F:13])[C:3]1[C:7]([C:8](Cl)=[O:9])=[C:6]([F:11])[N:5]([CH3:12])[N:4]=1.[CH3:14][C:15]1[CH:16]=[C:17]([CH:24]=[CH:25][CH:26]=1)[CH2:18][CH:19]1[CH2:23][CH2:22][CH2:21][NH:20]1.C(N(CC)CC)C, predict the reaction product. The product is: [F:1][CH:2]([F:13])[C:3]1[C:7]([C:8]([N:20]2[CH2:21][CH2:22][CH2:23][CH:19]2[CH2:18][C:17]2[CH:24]=[CH:25][CH:26]=[C:15]([CH3:14])[CH:16]=2)=[O:9])=[C:6]([F:11])[N:5]([CH3:12])[N:4]=1. (2) Given the reactants C(OC([N:7]1[CH2:11][C:10](=[CH2:12])[CH2:9][C@H:8]1[CH2:13][O:14][Si:15]([C:18]([CH3:21])([CH3:20])[CH3:19])([CH3:17])[CH3:16])=O)C=C.O.CCCC[SnH](CCCC)CCCC, predict the reaction product. The product is: [Si:15]([O:14][CH2:13][C@@H:8]1[CH2:9][C:10](=[CH2:12])[CH2:11][NH:7]1)([C:18]([CH3:21])([CH3:20])[CH3:19])([CH3:16])[CH3:17]. (3) Given the reactants [N:1]([C:4]1[CH:19]=[CH:18][C:7]([C:8]([NH:10][CH2:11][C:12]2[CH:17]=[CH:16][CH:15]=[CH:14][CH:13]=2)=[O:9])=[CH:6][CH:5]=1)=[N+:2]=[N-:3].O=[C:21]([CH2:28][CH2:29][CH3:30])[CH2:22][C:23]([O:25]CC)=[O:24].[O-]CC.[Na+].O, predict the reaction product. The product is: [CH2:11]([NH:10][C:8]([C:7]1[CH:18]=[CH:19][C:4]([N:1]2[C:21]([CH2:28][CH2:29][CH3:30])=[C:22]([C:23]([OH:25])=[O:24])[N:3]=[N:2]2)=[CH:5][CH:6]=1)=[O:9])[C:12]1[CH:17]=[CH:16][CH:15]=[CH:14][CH:13]=1.